This data is from Forward reaction prediction with 1.9M reactions from USPTO patents (1976-2016). The task is: Predict the product of the given reaction. (1) Given the reactants [I:1][C:2]1[CH:3]=[C:4]([CH:7]=[CH:8][CH:9]=1)[CH2:5][OH:6].C[N+]1([O-])CCOCC1.C(OCC)(=O)C, predict the reaction product. The product is: [I:1][C:2]1[CH:3]=[C:4]([CH:7]=[CH:8][CH:9]=1)[CH:5]=[O:6]. (2) Given the reactants [NH2:1][C:2]1[CH:7]=[CH:6][N:5]=[C:4](Cl)[CH:3]=1.CO.C(OCC)C.[CH3:16][N:17]1[CH2:22][CH2:21][NH:20][CH2:19][CH2:18]1, predict the reaction product. The product is: [CH3:16][N:17]1[CH2:22][CH2:21][N:20]([C:4]2[CH:3]=[C:2]([NH2:1])[CH:7]=[CH:6][N:5]=2)[CH2:19][CH2:18]1. (3) Given the reactants Br[C:2]1[CH:11]=[N:10][C:9]2[C:4](=[CH:5][CH:6]=[C:7]([OH:21])[C:8]=2[C:12]([NH:14][CH2:15][C:16]([O:18][CH2:19][CH3:20])=[O:17])=[O:13])[N:3]=1.[F:22][C:23]1[CH:24]=[C:25](B(O)O)[CH:26]=[CH:27][CH:28]=1.C(=O)([O-])[O-].[K+].[K+], predict the reaction product. The product is: [F:22][C:23]1[CH:28]=[C:27]([C:2]2[CH:11]=[N:10][C:9]3[C:4](=[CH:5][CH:6]=[C:7]([OH:21])[C:8]=3[C:12]([NH:14][CH2:15][C:16]([O:18][CH2:19][CH3:20])=[O:17])=[O:13])[N:3]=2)[CH:26]=[CH:25][CH:24]=1.